From a dataset of Catalyst prediction with 721,799 reactions and 888 catalyst types from USPTO. Predict which catalyst facilitates the given reaction. (1) Reactant: [CH2:1]([O:8][CH:9]([CH2:25][O:26]C(C)(C)C)[CH2:10][C:11]1([OH:24])[CH2:16][CH2:15][N:14]([C:17]([O:19][C:20]([CH3:23])([CH3:22])[CH3:21])=[O:18])[CH2:13][CH2:12]1)[C:2]1[CH:7]=[CH:6][CH:5]=[CH:4][CH:3]=1.[N+]([O-])([O-])=O.[NH4+].[Ce]. Product: [CH2:1]([O:8][CH:9]([CH2:25][OH:26])[CH2:10][C:11]1([OH:24])[CH2:12][CH2:13][N:14]([C:17]([O:19][C:20]([CH3:23])([CH3:21])[CH3:22])=[O:18])[CH2:15][CH2:16]1)[C:2]1[CH:7]=[CH:6][CH:5]=[CH:4][CH:3]=1. The catalyst class is: 10. (2) Reactant: C(=O)([O-])[O-].[K+].[K+].F[C:8]1[CH:15]=[CH:14][C:11]([C:12]#[N:13])=[CH:10][CH:9]=1.[Cl:16][C:17]1[CH:36]=[C:35]([OH:37])[CH:34]=[C:33]([Cl:38])[C:18]=1[CH2:19][C@@H:20]1[CH2:24][CH2:23][N:22]([N:25]2[CH2:30][CH2:29][CH:28]([OH:31])[CH2:27][CH2:26]2)[C:21]1=[O:32]. Product: [Cl:16][C:17]1[CH:36]=[C:35]([CH:34]=[C:33]([Cl:38])[C:18]=1[CH2:19][C@@H:20]1[CH2:24][CH2:23][N:22]([N:25]2[CH2:30][CH2:29][CH:28]([OH:31])[CH2:27][CH2:26]2)[C:21]1=[O:32])[O:37][C:8]1[CH:15]=[CH:14][C:11]([C:12]#[N:13])=[CH:10][CH:9]=1. The catalyst class is: 148.